This data is from Forward reaction prediction with 1.9M reactions from USPTO patents (1976-2016). The task is: Predict the product of the given reaction. (1) Given the reactants C(=O)([O-])[O-].[Cs+].[Cs+].O1[CH2:12][CH2:11][O:10][CH2:9][CH2:8]1.O.[CH3:14][CH2:15][CH2:16][CH2:17][CH2:18]CC, predict the reaction product. The product is: [CH3:8][CH:9]1[C:18]2[C:12](=[CH:14][CH:15]=[CH:16][CH:17]=2)[CH2:11][O:10]1. (2) Given the reactants [C:1]([O:7]CC)(=O)[CH2:2][C:3]([CH3:5])=O.[F:10][C:11]([F:21])([F:20])[C:12]1[CH:17]=[CH:16][C:15]([NH:18][NH2:19])=[CH:14][CH:13]=1.Cl.[CH3:23]C1C=C(NN)C=CC=1C, predict the reaction product. The product is: [CH2:5]([C:3]1[CH2:2][C:1](=[O:7])[N:18]([C:15]2[CH:14]=[CH:13][C:12]([C:11]([F:20])([F:21])[F:10])=[CH:17][CH:16]=2)[N:19]=1)[CH3:23].